Dataset: Reaction yield outcomes from USPTO patents with 853,638 reactions. Task: Predict the reaction yield, written as a fraction of the theoretical maximum amount of product (1.0 means a 100% yield; for example, 0.34 means a 34% yield). (1) The yield is 1.00. The reactants are Br[C:2]1[CH:7]=[CH:6][C:5]([O:8][CH3:9])=[CH:4][C:3]=1[CH:10]([O:13]C)OC.C([Li])CCC.Br[CH2:21][CH2:22][CH2:23][CH:24]=[CH2:25].Cl. The catalyst is C1COCC1. The product is [CH3:9][O:8][C:5]1[CH:6]=[CH:7][C:2]([CH2:25][CH2:24][CH2:23][CH:22]=[CH2:21])=[C:3]([CH:4]=1)[CH:10]=[O:13]. (2) The reactants are [Cl:1][C:2]1[CH:3]=[C:4]2[C:9](=[CH:10][CH:11]=1)[N:8]=[C:7]([CH2:12]Cl)[N:6]([C:14]1[CH:19]=[CH:18][CH:17]=[CH:16][C:15]=1[Cl:20])[C:5]2=[O:21].[N:22]1[C:30]([NH2:31])=[C:29]2[C:25]([N:26]=[CH:27][NH:28]2)=[N:24][CH:23]=1.C([O-])([O-])=O.[K+].[K+]. The catalyst is CN(C=O)C. The product is [NH2:31][C:30]1[N:22]=[CH:23][N:24]=[C:25]2[C:29]=1[N:28]=[CH:27][N:26]2[CH2:12][C:7]1[N:6]([C:14]2[CH:19]=[CH:18][CH:17]=[CH:16][C:15]=2[Cl:20])[C:5](=[O:21])[C:4]2[C:9](=[CH:10][CH:11]=[C:2]([Cl:1])[CH:3]=2)[N:8]=1. The yield is 0.390. (3) The reactants are Cl[C:2]1[CH:7]=[CH:6][C:5]([N+:8]([O-])=O)=[C:4]([O:11][CH3:12])[CH:3]=1.[CH3:13][C@H:14]1[CH2:19][O:18][CH2:17][CH2:16][NH:15]1.C(=O)([O-])[O-].[Cs+].[Cs+].CC1(C)C2C(=C(P(C3C=CC=CC=3)C3C=CC=CC=3)C=CC=2)OC2C(P(C3C=CC=CC=3)C3C=CC=CC=3)=CC=CC1=2. The catalyst is C1C=CC(/C=C/C(/C=C/C2C=CC=CC=2)=O)=CC=1.C1C=CC(/C=C/C(/C=C/C2C=CC=CC=2)=O)=CC=1.C1C=CC(/C=C/C(/C=C/C2C=CC=CC=2)=O)=CC=1.[Pd].[Pd]. The product is [CH3:13][C@H:14]1[CH2:19][O:18][CH2:17][CH2:16][N:15]1[C:2]1[CH:7]=[CH:6][C:5]([NH2:8])=[C:4]([O:11][CH3:12])[CH:3]=1. The yield is 0.430. (4) The reactants are [N:1]1[C:10]2[C:5](=[CH:6][CH:7]=[CH:8][C:9]=2[OH:11])[CH:4]=[CH:3][CH:2]=1.O[C@@H:13]([CH3:18])[C:14]([O:16][CH3:17])=[O:15].C1C=CC(P(C2C=CC=CC=2)C2C=CC=CC=2)=CC=1.CCOC(/N=N/C(OCC)=O)=O.Cl. The catalyst is C1COCC1. The product is [N:1]1[C:10]2[C:5](=[CH:6][CH:7]=[CH:8][C:9]=2[O:11][C@H:13]([CH3:18])[C:14]([O:16][CH3:17])=[O:15])[CH:4]=[CH:3][CH:2]=1. The yield is 0.625. (5) The reactants are FC(F)(F)C(O)=O.[F:8][C:9]([F:24])([F:23])[C:10]1[CH:11]=[N:12][N:13]([CH2:15][C:16]([O:18]C(C)(C)C)=[O:17])[CH:14]=1. The catalyst is C(Cl)Cl. The product is [F:23][C:9]([F:8])([F:24])[C:10]1[CH:11]=[N:12][N:13]([CH2:15][C:16]([OH:18])=[O:17])[CH:14]=1. The yield is 0.790. (6) The product is [Cl:1][C:2]1[CH:7]=[C:6]([NH2:8])[C:5]([NH2:11])=[CH:4][C:3]=1[S:12][C:13]1[CH:18]=[CH:17][C:16](/[CH:19]=[CH:20]/[C:21]([N:23]2[CH2:24][CH2:25][N:26]([C:29](=[O:31])[CH3:30])[CH2:27][CH2:28]2)=[O:22])=[CH:15][C:14]=1[Cl:32]. The yield is 0.440. The catalyst is CCO. The reactants are [Cl:1][C:2]1[CH:7]=[C:6]([N+:8]([O-])=O)[C:5]([NH2:11])=[CH:4][C:3]=1[S:12][C:13]1[CH:18]=[CH:17][C:16](/[CH:19]=[CH:20]/[C:21]([N:23]2[CH2:28][CH2:27][N:26]([C:29](=[O:31])[CH3:30])[CH2:25][CH2:24]2)=[O:22])=[CH:15][C:14]=1[Cl:32].Cl[Sn]Cl. (7) The reactants are F[P-](F)(F)(F)(F)F.N1(O[P+](N(C)C)(N(C)C)N(C)C)C2C=CC=CC=2N=N1.[NH2:28][C@H:29]1[CH2:34][CH2:33][C@H:32]([NH:35][C:36]2[CH:37]=[C:38]([NH:55][CH:56]3[CH2:58][CH2:57]3)[C:39]3[N:40]([C:42]([C:45]([NH:47][C:48]4[CH:53]=[CH:52][N:51]=[C:50]([Cl:54])[CH:49]=4)=[O:46])=[CH:43][N:44]=3)[N:41]=2)[CH2:31][CH2:30]1.CCN(C(C)C)C(C)C.[C:68]([CH2:70][C:71](O)=[O:72])#[N:69]. The catalyst is C(Cl)Cl. The product is [Cl:54][C:50]1[CH:49]=[C:48]([NH:47][C:45]([C:42]2[N:40]3[N:41]=[C:36]([NH:35][C@H:32]4[CH2:31][CH2:30][C@H:29]([NH:28][C:71](=[O:72])[CH2:70][C:68]#[N:69])[CH2:34][CH2:33]4)[CH:37]=[C:38]([NH:55][CH:56]4[CH2:57][CH2:58]4)[C:39]3=[N:44][CH:43]=2)=[O:46])[CH:53]=[CH:52][N:51]=1. The yield is 0.477. (8) The reactants are [F:1][C:2]1[CH:7]=[C:6]([F:8])[CH:5]=[CH:4][C:3]=1[C@:9]([OH:24])([C@H:16]([S:18][CH:19]([CH2:22][OH:23])[CH2:20][OH:21])[CH3:17])[CH2:10][N:11]1[CH:15]=[N:14][CH:13]=[N:12]1.[F:25][C:26]([F:40])([F:39])[C:27]1[CH:32]=[CH:31][C:30]([C:33]#[C:34]/[CH:35]=[CH:36]/[CH:37]=O)=[CH:29][CH:28]=1. No catalyst specified. The product is [F:1][C:2]1[CH:7]=[C:6]([F:8])[CH:5]=[CH:4][C:3]=1[C@:9]([OH:24])([C@H:16]([S:18][C@@H:19]1[CH2:20][O:21][C@@H:37](/[CH:36]=[CH:35]/[C:34]#[C:33][C:30]2[CH:29]=[CH:28][C:27]([C:26]([F:25])([F:39])[F:40])=[CH:32][CH:31]=2)[O:23][CH2:22]1)[CH3:17])[CH2:10][N:11]1[CH:15]=[N:14][CH:13]=[N:12]1. The yield is 0.700.